Dataset: Catalyst prediction with 721,799 reactions and 888 catalyst types from USPTO. Task: Predict which catalyst facilitates the given reaction. (1) Reactant: [CH3:1][O:2][C:3]1[CH:4]=[CH:5][C:6]2[C:10]([O:11][C:12]3[CH:17]=[CH:16][C:15]([O:18][CH2:19][CH2:20][N:21]4[CH2:26][CH2:25][CH2:24][CH2:23][CH2:22]4)=[CH:14][CH:13]=3)=[C:9]([C:27]3[CH:28]=[C:29]4[C:33](=[CH:34][CH:35]=3)[C:32](=[O:36])[O:31][CH2:30]4)[S:8][C:7]=2[CH:37]=1.[ClH:38].C(OCC)C. Product: [ClH:38].[CH3:1][O:2][C:3]1[CH:4]=[CH:5][C:6]2[C:10]([O:11][C:12]3[CH:13]=[CH:14][C:15]([O:18][CH2:19][CH2:20][N:21]4[CH2:22][CH2:23][CH2:24][CH2:25][CH2:26]4)=[CH:16][CH:17]=3)=[C:9]([C:27]3[CH:28]=[C:29]4[C:33](=[CH:34][CH:35]=3)[C:32](=[O:36])[O:31][CH2:30]4)[S:8][C:7]=2[CH:37]=1. The catalyst class is: 4. (2) Reactant: Cl.N1C=CC=CC=1.C[O:9][C:10]1[CH:17]=[C:16]([N+:18]([O-:20])=[O:19])[CH:15]=[CH:14][C:11]=1[C:12]#[N:13].O. Product: [OH:9][C:10]1[CH:17]=[C:16]([N+:18]([O-:20])=[O:19])[CH:15]=[CH:14][C:11]=1[C:12]#[N:13]. The catalyst class is: 25. (3) Reactant: [N:1]1[C:10]2[C:5](=[CH:6][CH:7]=[CH:8][C:9]=2[CH:11]=O)[CH:4]=[CH:3][CH:2]=1.[C:13](=[O:20])([O:15][C:16]([CH3:19])([CH3:18])[CH3:17])[NH2:14].[C:21]1([CH3:31])[CH:26]=[CH:25][C:24]([S:27]([O-])(=[O:29])=[O:28])=[CH:23][CH:22]=1.[Na+].Cl[Si](C)(C)C. Product: [N:1]1[C:10]2[C:5](=[CH:6][CH:7]=[CH:8][C:9]=2[CH:11]([NH:14][C:13](=[O:20])[O:15][C:16]([CH3:19])([CH3:18])[CH3:17])[S:27]([C:24]2[CH:25]=[CH:26][C:21]([CH3:31])=[CH:22][CH:23]=2)(=[O:29])=[O:28])[CH:4]=[CH:3][CH:2]=1. The catalyst class is: 47. (4) The catalyst class is: 30. Product: [O:18]1[C:22]2[CH:23]=[CH:24][CH:25]=[CH:26][C:21]=2[CH:20]=[C:19]1[CH:27]([C:2]1[S:3][CH:4]=[CH:5][CH:6]=1)[NH:28][S:29]([C:32]1[CH:42]=[CH:41][C:35]2[O:36][CH2:37][CH2:38][CH2:39][O:40][C:34]=2[CH:33]=1)(=[O:30])=[O:31]. Reactant: Br[C:2]1[S:3][CH:4]=[CH:5][CH:6]=1.C([Li])CCC.CCCCCC.[O:18]1[C:22]2[CH:23]=[CH:24][CH:25]=[CH:26][C:21]=2[CH:20]=[C:19]1[CH:27]=[N:28][S:29]([C:32]1[CH:42]=[CH:41][C:35]2[O:36][CH2:37][CH2:38][CH2:39][O:40][C:34]=2[CH:33]=1)(=[O:31])=[O:30]. (5) Reactant: [S:1]1[CH:5]=[C:4]([CH2:6][OH:7])[N:3]=[CH:2]1.CCN(CC)CC.[Si:15](OS(C(F)(F)F)(=O)=O)([C:18]([CH3:21])([CH3:20])[CH3:19])([CH3:17])[CH3:16]. Product: [Si:15]([O:7][CH2:6][C:4]1[N:3]=[CH:2][S:1][CH:5]=1)([C:18]([CH3:21])([CH3:20])[CH3:19])([CH3:17])[CH3:16]. The catalyst class is: 91.